From a dataset of Full USPTO retrosynthesis dataset with 1.9M reactions from patents (1976-2016). Predict the reactants needed to synthesize the given product. (1) Given the product [F:1][C:2]1[CH:7]=[CH:6][C:5]([F:8])=[CH:4][C:3]=1[CH:9]1[CH2:13][CH2:12][CH2:11][N:10]1[C:14]1[CH:19]=[CH:18][N:17]2[N:20]=[CH:21][C:22]([C:23]([NH:32][NH:31][C:27](=[O:30])[CH2:28][CH3:29])=[O:24])=[C:16]2[N:15]=1, predict the reactants needed to synthesize it. The reactants are: [F:1][C:2]1[CH:7]=[CH:6][C:5]([F:8])=[CH:4][C:3]=1[CH:9]1[CH2:13][CH2:12][CH2:11][N:10]1[C:14]1[CH:19]=[CH:18][N:17]2[N:20]=[CH:21][C:22]([C:23](O)=[O:24])=[C:16]2[N:15]=1.Cl.[C:27]([NH:31][NH2:32])(=[O:30])[CH2:28][CH3:29].CCN(C(C)C)C(C)C.CN(C(ON1N=NC2C=CC=NC1=2)=[N+](C)C)C.F[P-](F)(F)(F)(F)F. (2) Given the product [Cl:15][C:12]1[CH:13]=[CH:14][C:9]([O:8][CH2:7][C:6]([O:5][C:1]([CH3:4])([CH3:3])[CH3:2])=[O:17])=[C:10]([C:23]2[CH:22]=[CH:21][C:20]([O:19][CH3:18])=[C:25]([O:26][CH3:27])[CH:24]=2)[CH:11]=1, predict the reactants needed to synthesize it. The reactants are: [C:1]([O:5][C:6](=[O:17])[CH2:7][O:8][C:9]1[CH:14]=[CH:13][C:12]([Cl:15])=[CH:11][C:10]=1Br)([CH3:4])([CH3:3])[CH3:2].[CH3:18][O:19][C:20]1[CH:21]=[C:22](B(O)O)[CH:23]=[CH:24][C:25]=1[O:26][CH3:27]. (3) Given the product [F:25][C:26]([F:31])([F:30])[C:27]([OH:29])=[O:28].[NH2:16][CH2:15][C:7]1[CH:6]=[C:5]([NH:4][C:3](=[O:24])[O:2][CH3:1])[CH:10]=[CH:9][C:8]=1[O:11][CH:12]([CH3:14])[CH3:13], predict the reactants needed to synthesize it. The reactants are: [CH3:1][O:2][C:3](=[O:24])[NH:4][C:5]1[CH:10]=[CH:9][C:8]([O:11][CH:12]([CH3:14])[CH3:13])=[C:7]([CH2:15][NH:16]C(OC(C)(C)C)=O)[CH:6]=1.[F:25][C:26]([F:31])([F:30])[C:27]([OH:29])=[O:28]. (4) The reactants are: [Cl:1][C:2]1[CH:3]=[CH:4][C:5]([CH3:13])=[C:6]([C:8](=O)[CH2:9][C:10]#[N:11])[CH:7]=1.[CH2:14]([O:16][CH:17]([O:20][CH2:21][CH3:22])[CH2:18][NH2:19])[CH3:15]. Given the product [Cl:1][C:2]1[CH:3]=[CH:4][C:5]([CH3:13])=[C:6]([C:8]([NH:19][CH2:18][CH:17]([O:20][CH2:21][CH3:22])[O:16][CH2:14][CH3:15])=[CH:9][C:10]#[N:11])[CH:7]=1, predict the reactants needed to synthesize it. (5) Given the product [CH3:31][S:28]([CH2:27][CH2:26][N:23]1[CH2:24][CH2:25][CH:20]([O:19][C:18]2[C:13]3[C:12]4[CH:34]=[CH:35][CH:36]=[N:37][C:11]=4[NH:10][C:14]=3[CH:15]=[N:16][C:17]=2[C:32]#[N:33])[CH2:21][CH2:22]1)(=[O:30])=[O:29], predict the reactants needed to synthesize it. The reactants are: C1(S([N:10]2[C:14]3[CH:15]=[N:16][C:17]([C:32]#[N:33])=[C:18]([O:19][CH:20]4[CH2:25][CH2:24][N:23]([CH2:26][CH2:27][S:28]([CH3:31])(=[O:30])=[O:29])[CH2:22][CH2:21]4)[C:13]=3[C:12]3[CH:34]=[CH:35][CH:36]=[N:37][C:11]2=3)(=O)=O)C=CC=CC=1.C(=O)([O-])[O-].[K+].[K+]. (6) Given the product [CH3:1][O:2][C:3]1[CH:4]=[C:5]([C:9]2[C@:10]3([CH2:26][CH2:25][C@H:24]4[C@@H:15]([CH2:16][CH2:17][C:18]5[CH:19]=[C:20]([C:27]([OH:29])=[O:28])[CH:21]=[CH:22][C:23]=54)[C@@H:12]3[CH2:13][CH:14]=2)[CH3:11])[CH:6]=[N:7][CH:8]=1, predict the reactants needed to synthesize it. The reactants are: [CH3:1][O:2][C:3]1[CH:4]=[C:5]([C:9]2[C@:10]3([CH2:26][CH2:25][C@H:24]4[C@@H:15]([CH2:16][CH2:17][C:18]5[CH:19]=[C:20]([C:27]([O:29]C)=[O:28])[CH:21]=[CH:22][C:23]=54)[C@@H:12]3[CH2:13][CH:14]=2)[CH3:11])[CH:6]=[N:7][CH:8]=1.C(O)(=O)CC(CC(O)=O)(C(O)=O)O. (7) Given the product [NH2:11][C:10]1[C:2]([F:1])=[C:3]([C:7]([F:14])=[CH:8][CH:9]=1)[C:4]([OH:6])=[O:5], predict the reactants needed to synthesize it. The reactants are: [F:1][C:2]1[C:10]([N+:11]([O-])=O)=[CH:9][CH:8]=[C:7]([F:14])[C:3]=1[C:4]([OH:6])=[O:5].[H][H]. (8) Given the product [Cl:22][C:8]1[C:7]([C:1]2[CH:6]=[CH:5][CH:4]=[CH:3][CH:2]=2)=[CH:12][N:11]=[C:10]([C:13]2[CH:18]=[CH:17][CH:16]=[CH:15][N:14]=2)[N:9]=1, predict the reactants needed to synthesize it. The reactants are: [C:1]1([C:7]2[C:8](O)=[N:9][C:10]([C:13]3[CH:18]=[CH:17][CH:16]=[CH:15][N:14]=3)=[N:11][CH:12]=2)[CH:6]=[CH:5][CH:4]=[CH:3][CH:2]=1.P(Cl)(Cl)([Cl:22])=O. (9) Given the product [NH2:17][CH:16]=[C:13]1[C:12]([C:20]2[CH:25]=[CH:24][CH:23]=[CH:22][CH:21]=2)=[N:11][N:10]([C:8]2[S:9][C:5]3[CH:4]=[C:3]([O:2][CH3:1])[CH:27]=[CH:26][C:6]=3[N:7]=2)[C:14]1=[O:15], predict the reactants needed to synthesize it. The reactants are: [CH3:1][O:2][C:3]1[CH:27]=[CH:26][C:6]2[N:7]=[C:8]([N:10]3[C:14](=[O:15])[C:13](=[CH:16][N:17](C)C)[C:12]([C:20]4[CH:25]=[CH:24][CH:23]=[CH:22][CH:21]=4)=[N:11]3)[S:9][C:5]=2[CH:4]=1.